Dataset: Forward reaction prediction with 1.9M reactions from USPTO patents (1976-2016). Task: Predict the product of the given reaction. (1) Given the reactants [CH:1]([O:5][C:6]1[CH:11]=[CH:10][CH:9]=[CH:8][C:7]=1[NH2:12])([CH2:3][CH3:4])[CH3:2].Cl[C:14]1[C:15]2[C:22]([CH2:23][CH3:24])=[CH:21][S:20][C:16]=2[N:17]=[CH:18][N:19]=1.[OH-].[NH4+].O, predict the reaction product. The product is: [CH:1]([O:5][C:6]1[CH:11]=[CH:10][CH:9]=[CH:8][C:7]=1[NH:12][C:14]1[C:15]2[C:22]([CH2:23][CH3:24])=[CH:21][S:20][C:16]=2[N:17]=[CH:18][N:19]=1)([CH2:3][CH3:4])[CH3:2]. (2) Given the reactants [CH3:1][C:2]1[CH:7]=[CH:6][C:5]([NH:8][C:9]2[CH:14]=[CH:13][CH:12]=[CH:11][C:10]=2[N+:15]([O-])=O)=[CH:4][CH:3]=1, predict the reaction product. The product is: [CH3:1][C:2]1[CH:7]=[CH:6][C:5]([NH:8][C:9]2[C:10]([NH2:15])=[CH:11][CH:12]=[CH:13][CH:14]=2)=[CH:4][CH:3]=1. (3) The product is: [CH3:10][O:11][C:12]1[CH:19]=[CH:18][C:15]([CH2:16][NH:17][C:2]2[CH:3]=[C:4]([CH:7]=[CH:8][N:9]=2)[C:5]#[N:6])=[CH:14][CH:13]=1. Given the reactants Cl[C:2]1[CH:3]=[C:4]([CH:7]=[CH:8][N:9]=1)[C:5]#[N:6].[CH3:10][O:11][C:12]1[CH:19]=[CH:18][C:15]([CH2:16][NH2:17])=[CH:14][CH:13]=1.C([O-])(O)=O.[Na+], predict the reaction product. (4) Given the reactants [C:9](O[C:9]([O:11][C:12]([CH3:15])([CH3:14])[CH3:13])=[O:10])([O:11][C:12]([CH3:15])([CH3:14])[CH3:13])=[O:10].[CH2:16]([N:23]1[CH2:27][C@@H:26]2[C@@H:28]([NH2:31])[CH2:29][CH2:30][C@@H:25]2[CH2:24]1)[C:17]1[CH:22]=[CH:21][CH:20]=[CH:19][CH:18]=1.CN(C1C=CC=CN=1)C, predict the reaction product. The product is: [CH2:16]([N:23]1[CH2:27][C@@H:26]2[C@@H:28]([NH:31][C:9](=[O:10])[O:11][C:12]([CH3:13])([CH3:14])[CH3:15])[CH2:29][CH2:30][C@@H:25]2[CH2:24]1)[C:17]1[CH:18]=[CH:19][CH:20]=[CH:21][CH:22]=1.